Task: Predict the product of the given reaction.. Dataset: Forward reaction prediction with 1.9M reactions from USPTO patents (1976-2016) (1) Given the reactants [Cl:1][C:2]1[CH:7]=[CH:6][C:5]([C:8]2[C:9]([C:14]([O:16]C)=[O:15])=[N:10][CH:11]=[CH:12][CH:13]=2)=[CH:4][C:3]=1[C:18]([NH:20][CH2:21][CH:22]1[CH2:28][CH2:27][CH2:26][CH2:25][CH2:24][CH2:23]1)=[O:19].[OH-].[K+].O.CO, predict the reaction product. The product is: [Cl:1][C:2]1[CH:7]=[CH:6][C:5]([C:8]2[C:9]([C:14]([OH:16])=[O:15])=[N:10][CH:11]=[CH:12][CH:13]=2)=[CH:4][C:3]=1[C:18]([NH:20][CH2:21][CH:22]1[CH2:28][CH2:27][CH2:26][CH2:25][CH2:24][CH2:23]1)=[O:19]. (2) The product is: [CH:22]([N:12]([C:10](=[O:11])[CH2:9][CH2:8][C:3]1[CH:4]=[CH:5][CH:6]=[CH:7][C:2]=1[C:34]1[CH:35]=[CH:36][CH:37]=[CH:38][C:33]=1[O:32][CH3:31])[NH:13][C:14](=[O:21])[C:15]1[CH:20]=[CH:19][CH:18]=[CH:17][CH:16]=1)([CH3:24])[CH3:23]. Given the reactants Br[C:2]1[CH:7]=[CH:6][CH:5]=[CH:4][C:3]=1[CH2:8][CH2:9][C:10]([N:12]([CH:22]([CH3:24])[CH3:23])[NH:13][C:14](=[O:21])[C:15]1[CH:20]=[CH:19][CH:18]=[CH:17][CH:16]=1)=[O:11].C([O-])([O-])=O.[Na+].[Na+].[CH3:31][O:32][C:33]1[CH:38]=[CH:37][CH:36]=[CH:35][C:34]=1B(O)O, predict the reaction product. (3) Given the reactants [CH:1]1([CH2:4][O:5][C:6]2[CH:7]=[CH:8][C:9]3[O:13][C:12]([CH:14]([NH:18][C:19]4[N:24]=[CH:23][C:22](C(O)=O)=[CH:21][CH:20]=4)[CH:15]([CH3:17])[CH3:16])=[C:11]([CH3:28])[C:10]=3[CH:29]=2)[CH2:3][CH2:2]1.CNC[CH2:33][C:34]([O:36][CH2:37][CH3:38])=[O:35].ON1C2C=CC=CC=2N=N1.Cl.C(N=C=NCCCN(C)C)C.[Cl-].[NH4+].[CH3:63][N:64]([CH3:67])[CH:65]=[O:66], predict the reaction product. The product is: [CH:1]1([CH2:4][O:5][C:6]2[CH:7]=[CH:8][C:9]3[O:13][C:12]([CH:14]([NH:18][C:19]4[N:24]=[CH:23][C:22]([C:65]([N:64]([CH3:67])[CH2:63][CH2:33][C:34]([O:36][CH2:37][CH3:38])=[O:35])=[O:66])=[CH:21][CH:20]=4)[CH:15]([CH3:16])[CH3:17])=[C:11]([CH3:28])[C:10]=3[CH:29]=2)[CH2:2][CH2:3]1. (4) Given the reactants [N:1]([CH2:4][CH2:5][CH2:6][N:7]1[C:15](=[O:16])[C:14]2[C:9](=[CH:10][CH:11]=[CH:12][CH:13]=2)[C:8]1=[O:17])=[N+:2]=[N-:3], predict the reaction product. The product is: [OH:16][CH2:15][C:14]1[N:3]=[N:2][N:1]([CH2:4][CH2:5][CH2:6][N:7]2[C:15](=[O:16])[C:14]3[C:9](=[CH:10][CH:11]=[CH:12][CH:13]=3)[C:8]2=[O:17])[CH:13]=1. (5) Given the reactants C(Cl)(=O)C(Cl)=O.CS(C)=O.[C:11]([O:15][C:16]([N:18]1[C:22]2[CH:23]=[CH:24][CH:25]=[CH:26][C:21]=2[N:20]=[C:19]1[CH2:27][N:28]([CH:34]1[C:43]2[N:42]=[CH:41][CH:40]=[CH:39][C:38]=2[CH2:37][CH2:36][CH2:35]1)[CH2:29][CH2:30][CH2:31][CH2:32][OH:33])=[O:17])([CH3:14])([CH3:13])[CH3:12].C(N(CC)CC)C, predict the reaction product. The product is: [C:11]([O:15][C:16]([N:18]1[C:22]2[CH:23]=[CH:24][CH:25]=[CH:26][C:21]=2[N:20]=[C:19]1[CH2:27][N:28]([CH:34]1[C:43]2[N:42]=[CH:41][CH:40]=[CH:39][C:38]=2[CH2:37][CH2:36][CH2:35]1)[CH2:29][CH2:30][CH2:31][CH:32]=[O:33])=[O:17])([CH3:14])([CH3:12])[CH3:13].